This data is from Cav3 T-type calcium channel HTS with 100,875 compounds. The task is: Binary Classification. Given a drug SMILES string, predict its activity (active/inactive) in a high-throughput screening assay against a specified biological target. (1) The molecule is O=C(Nc1ccccc1)c1c(CCc2ccccc2)cccc1. The result is 0 (inactive). (2) The compound is O=C(Nc1ccc(cc1)C(O)=O)Cn1c2c(nc1)cccc2. The result is 0 (inactive). (3) The result is 0 (inactive). The drug is s1c(C2N(CCc3cc(OC)c(OC)cc3)C(=O)C(O)=C2C(=O)c2occc2)ccc1. (4) The drug is [O-][N+](=O)c1c(N2CCC(CC2)C)ccc(c1)/C=N\n1nnnc1N. The result is 0 (inactive). (5) The molecule is O\C(=C1\C(N(C(=O)C1=O)c1noc(c1)C)c1ccc(cc1)C(OC)=O)c1ccc(OC(C)C)cc1. The result is 0 (inactive). (6) The molecule is s1c2nc(SCC(=O)NCc3occc3)n(c(=O)c2c(c1C)C)c1ccc(cc1)C. The result is 0 (inactive). (7) The drug is Clc1c(OCc2oc(C(=O)Nc3nn(Cc4c(F)cccc4)cc3)cc2)ccc(Cl)c1. The result is 1 (active). (8) The compound is Clc1c(/C=N\Nc2sc3CCCCc3n2)ccc(Cl)c1. The result is 0 (inactive). (9) The compound is O(C(=O)N1CCN(CC1)C(=O)c1cc2c(oc1=O)c(CC=C)ccc2)CC. The result is 0 (inactive). (10) The drug is O1C(OCCCCO)CC(c2c(=O)c3c(oc2)cccc3)C=C1C(O)=O. The result is 0 (inactive).